This data is from Reaction yield outcomes from USPTO patents with 853,638 reactions. The task is: Predict the reaction yield, written as a fraction of the theoretical maximum amount of product (1.0 means a 100% yield; for example, 0.34 means a 34% yield). (1) The reactants are COC(=O)[C:4]1[CH:9]=[CH:8][CH:7]=[CH:6][C:5]=1[C:10]1[C:27]2[C:18](=[CH:19][C:20]3[C:25]([CH:26]=2)=[CH:24][CH:23]=[CH:22][CH:21]=3)[CH:17]=[C:16]2[C:11]=1[CH:12]=[CH:13][CH:14]=[CH:15]2.[CH3:29][Mg]Br.C([O:34][CH2:35][CH3:36])C. The catalyst is C1COCC1. The product is [CH:15]1[C:16]2[C:11](=[C:10]([C:5]3[CH:6]=[CH:7][CH:8]=[CH:9][C:4]=3[C:35]([OH:34])([CH3:36])[CH3:29])[C:27]3[C:18]([CH:17]=2)=[CH:19][C:20]2[C:25](=[CH:24][CH:23]=[CH:22][CH:21]=2)[CH:26]=3)[CH:12]=[CH:13][CH:14]=1. The yield is 0.810. (2) The reactants are Br[CH2:2][C:3]1[CH:8]=[CH:7][C:6]([O:9][CH3:10])=[C:5]([N+:11]([O-:13])=[O:12])[CH:4]=1.[P:14](OCC)([O:19][CH2:20][CH3:21])([O:16][CH2:17][CH3:18])=[O:15]. No catalyst specified. The product is [CH3:10][O:9][C:6]1[CH:7]=[CH:8][C:3]([CH2:2][P:14](=[O:15])([O:19][CH2:20][CH3:21])[O:16][CH2:17][CH3:18])=[CH:4][C:5]=1[N+:11]([O-:13])=[O:12]. The yield is 0.720.